Predict the reactants needed to synthesize the given product. From a dataset of Retrosynthesis with 50K atom-mapped reactions and 10 reaction types from USPTO. Given the product Cc1ccc(-c2ccc(C3(c4nnc5n4CCSC(C)(CO[Si](C)(C)C(C)(C)C)C5)CC3)cc2)nn1, predict the reactants needed to synthesize it. The reactants are: CC1(CO[Si](C)(C)C(C)(C)C)Cc2nnc(C3(c4ccc(B5OC(C)(C)C(C)(C)O5)cc4)CC3)n2CCS1.Cc1ccc(Cl)nn1.